From a dataset of Reaction yield outcomes from USPTO patents with 853,638 reactions. Predict the reaction yield, written as a fraction of the theoretical maximum amount of product (1.0 means a 100% yield; for example, 0.34 means a 34% yield). The reactants are [N:1]([CH:4]1[C@@H:8]2[CH2:9][N:10]([C:12]3[N:17]=[C:16]([C:18]4[O:22][C:21]([C:23]5[CH:28]=[CH:27][C:26]([CH2:29][N:30]([CH3:38])[C:31](=[O:37])[O:32][C:33]([CH3:36])([CH3:35])[CH3:34])=[CH:25][CH:24]=5)=[N:20][N:19]=4)[C:15]([N:39]([C:47]([O:49][C:50]([CH3:53])([CH3:52])[CH3:51])=[O:48])[C:40]([O:42][C:43]([CH3:46])([CH3:45])[CH3:44])=[O:41])=[N:14][CH:13]=3)[CH2:11][C@@H:7]2[CH2:6][CH2:5]1)=[N+]=[N-]. The catalyst is [Pd]. The product is [NH2:1][CH:4]1[C@@H:8]2[CH2:9][N:10]([C:12]3[N:17]=[C:16]([C:18]4[O:22][C:21]([C:23]5[CH:28]=[CH:27][C:26]([CH2:29][N:30]([CH3:38])[C:31](=[O:37])[O:32][C:33]([CH3:36])([CH3:35])[CH3:34])=[CH:25][CH:24]=5)=[N:20][N:19]=4)[C:15]([N:39]([C:40]([O:42][C:43]([CH3:46])([CH3:45])[CH3:44])=[O:41])[C:47]([O:49][C:50]([CH3:52])([CH3:51])[CH3:53])=[O:48])=[N:14][CH:13]=3)[CH2:11][C@@H:7]2[CH2:6][CH2:5]1. The yield is 0.780.